Dataset: Catalyst prediction with 721,799 reactions and 888 catalyst types from USPTO. Task: Predict which catalyst facilitates the given reaction. Reactant: [Cl:1][C:2]1[N:3]=[C:4]([CH2:16][CH3:17])[NH:5][C:6]=1[CH2:7][O:8]CC1C=CC=CC=1.CS(O)(=O)=O.[OH-].[Na+]. Product: [Cl:1][C:2]1[N:3]=[C:4]([CH2:16][CH3:17])[NH:5][C:6]=1[CH2:7][OH:8]. The catalyst class is: 22.